This data is from Forward reaction prediction with 1.9M reactions from USPTO patents (1976-2016). The task is: Predict the product of the given reaction. (1) Given the reactants [Br:1][C:2]1[CH:10]=[CH:9][C:5]([C:6](O)=[O:7])=[CH:4][C:3]=1[N+:11]([O-:13])=[O:12].S(Cl)([Cl:16])=O, predict the reaction product. The product is: [Br:1][C:2]1[CH:10]=[CH:9][C:5]([C:6]([Cl:16])=[O:7])=[CH:4][C:3]=1[N+:11]([O-:13])=[O:12]. (2) Given the reactants [CH3:1][O:2][C:3]1[CH:8]=[CH:7][C:6]([C:9](=O)[CH2:10][CH2:11][C:12](=O)[CH3:13])=[CH:5][CH:4]=1.[Br:16][C:17]1[CH:22]=[CH:21][C:20]([CH2:23][CH2:24][NH2:25])=[CH:19][CH:18]=1.O.C1(C)C=CC(S(O)(=O)=O)=CC=1, predict the reaction product. The product is: [Br:16][C:17]1[CH:22]=[CH:21][C:20]([CH2:23][CH2:24][N:25]2[C:12]([CH3:13])=[CH:11][CH:10]=[C:9]2[C:6]2[CH:7]=[CH:8][C:3]([O:2][CH3:1])=[CH:4][CH:5]=2)=[CH:19][CH:18]=1. (3) Given the reactants [NH2:1][C:2]1[S:3][C:4]([C:10]2[CH:15]=[CH:14][C:13]([C:16]([OH:19])([CH3:18])[CH3:17])=[CH:12][C:11]=2[F:20])=[CH:5][C:6]=1[C:7]([NH2:9])=[O:8].Br[C:22]1[N:27]=[C:26]([CH2:28][S:29]([CH2:32][C:33]([CH3:36])([OH:35])[CH3:34])(=[O:31])=[O:30])[CH:25]=[CH:24][CH:23]=1, predict the reaction product. The product is: [F:20][C:11]1[CH:12]=[C:13]([C:16]([OH:19])([CH3:17])[CH3:18])[CH:14]=[CH:15][C:10]=1[C:4]1[S:3][C:2]([NH:1][C:22]2[CH:23]=[CH:24][CH:25]=[C:26]([CH2:28][S:29]([CH2:32][C:33]([OH:35])([CH3:34])[CH3:36])(=[O:31])=[O:30])[N:27]=2)=[C:6]([C:7]([NH2:9])=[O:8])[CH:5]=1.